The task is: Predict hERG channel inhibition at various concentrations.. This data is from hERG Central: cardiac toxicity at 1µM, 10µM, and general inhibition. (1) The compound is COc1ccc(C(CNC(=O)c2cc3ccccc3cc2OC)N2CCCC2)cc1. Results: hERG_inhib (hERG inhibition (general)): blocker. (2) The drug is O=C(C1CCCN1S(=O)(=O)c1cccc2cccnc12)N1CCn2c1nc1ccccc12. Results: hERG_inhib (hERG inhibition (general)): blocker. (3) The drug is O=C(Nc1cccc(-c2ccc(F)cc2)c1)C1CCCN(Cc2cccnc2)C1. Results: hERG_inhib (hERG inhibition (general)): blocker. (4) The compound is O=C(CN1CCN(C(=O)N2CCOCC2)CC1)Nc1ccc(Br)cc1. Results: hERG_inhib (hERG inhibition (general)): blocker. (5) The compound is Cc1cc(C(F)F)n2ncc(C(=O)NCCc3ccccc3Cl)c2n1. Results: hERG_inhib (hERG inhibition (general)): blocker. (6) The molecule is CCN(CCCNC(=O)c1c(C)cc(=O)oc1C)c1cccc(C)c1. Results: hERG_inhib (hERG inhibition (general)): blocker. (7) Results: hERG_inhib (hERG inhibition (general)): blocker. The molecule is O=C(CCN1CCN(Cc2ccccc2)CC1)Nc1cccc(Cl)c1.